This data is from Peptide-MHC class I binding affinity with 185,985 pairs from IEDB/IMGT. The task is: Regression. Given a peptide amino acid sequence and an MHC pseudo amino acid sequence, predict their binding affinity value. This is MHC class I binding data. (1) The peptide sequence is TVFYGVPAW. The MHC is Mamu-A20102 with pseudo-sequence Mamu-A20102. The binding affinity (normalized) is 0.0729. (2) The peptide sequence is IQRRGAQFQ. The MHC is HLA-A68:02 with pseudo-sequence HLA-A68:02. The binding affinity (normalized) is 0.0847. (3) The peptide sequence is KLSNAKWLA. The MHC is HLA-A69:01 with pseudo-sequence HLA-A69:01. The binding affinity (normalized) is 0.0847. (4) The peptide sequence is GSYIALDSGR. The MHC is HLA-A33:01 with pseudo-sequence HLA-A33:01. The binding affinity (normalized) is 0.348. (5) The peptide sequence is HLRVLFSIFY. The MHC is HLA-A31:01 with pseudo-sequence HLA-A31:01. The binding affinity (normalized) is 0.361. (6) The peptide sequence is KPIPHRTVL. The MHC is HLA-B35:01 with pseudo-sequence HLA-B35:01. The binding affinity (normalized) is 0.405.